From a dataset of Full USPTO retrosynthesis dataset with 1.9M reactions from patents (1976-2016). Predict the reactants needed to synthesize the given product. (1) Given the product [C:1]1([O:7][S:14]([C:17]([F:20])([F:19])[F:18])(=[O:16])=[O:15])[CH2:6][CH2:5][CH2:4][CH2:3][CH:2]=1, predict the reactants needed to synthesize it. The reactants are: [C:1]1(=[O:7])[CH2:6][CH2:5][CH2:4][CH2:3][CH2:2]1.N1C=CC=CC=1.[S:14](O[S:14]([C:17]([F:20])([F:19])[F:18])(=[O:16])=[O:15])([C:17]([F:20])([F:19])[F:18])(=[O:16])=[O:15]. (2) The reactants are: [CH3:1][O:2][C:3]1[CH:8]=[CH:7][CH:6]=[CH:5][C:4]=1[C:9]1[NH:10][C:11]2[C:16]([CH:17]=1)=[CH:15][C:14]([CH:18]1[CH2:23][CH2:22][N:21]([CH2:24][CH2:25][N:26]([CH3:34])C(=O)OC(C)(C)C)[CH2:20][CH2:19]1)=[CH:13][CH:12]=2.[Cl:35]N1C(=O)CCC1=O. Given the product [Cl:35][C:17]1[C:16]2[C:11](=[CH:12][CH:13]=[C:14]([CH:18]3[CH2:23][CH2:22][N:21]([CH2:24][CH2:25][NH:26][CH3:34])[CH2:20][CH2:19]3)[CH:15]=2)[NH:10][C:9]=1[C:4]1[CH:5]=[CH:6][CH:7]=[CH:8][C:3]=1[O:2][CH3:1], predict the reactants needed to synthesize it. (3) The reactants are: OCCCCCCCCCCCCC[CH2:25][CH2:24][C:23]([O:22]C([O:22][C:23](=[O:40])[CH2:24][CH2:25]CCCCCCCCCCCCCO)C)=[O:40].[C:41](Cl)(=O)[CH2:42][CH2:43][CH2:44][CH2:45][C:46](Cl)=[O:47].[CH3:51]N(C1C=CC=CN=1)C.C1(N=C=NC2CCCCC2)CCCCC1.C[N:76](C)[CH:77]=[O:78].O1CCCC1. Given the product [NH:76]([C:77]([O:47][CH2:46][C:45]1[CH:44]=[CH:43][CH:42]=[CH:41][CH:51]=1)=[O:78])[C@H:24]([C:23]([OH:22])=[O:40])[CH3:25], predict the reactants needed to synthesize it. (4) Given the product [Br:26][CH2:27][C:28]([NH:8][C:7]1[CH:6]=[CH:5][C:4]([C:9]2[CH:14]=[CH:13][CH:12]=[CH:11][C:10]=2[S:15]([CH3:18])(=[O:17])=[O:16])=[CH:3][C:2]=1[F:1])=[O:29], predict the reactants needed to synthesize it. The reactants are: [F:1][C:2]1[CH:3]=[C:4]([C:9]2[CH:14]=[CH:13][CH:12]=[CH:11][C:10]=2[S:15]([CH3:18])(=[O:17])=[O:16])[CH:5]=[CH:6][C:7]=1[NH2:8].C(N(CC)CC)C.[Br:26][CH2:27][C:28](Cl)=[O:29].